This data is from Merck oncology drug combination screen with 23,052 pairs across 39 cell lines. The task is: Regression. Given two drug SMILES strings and cell line genomic features, predict the synergy score measuring deviation from expected non-interaction effect. (1) Drug 1: COC12C(COC(N)=O)C3=C(C(=O)C(C)=C(N)C3=O)N1CC1NC12. Drug 2: NC(=O)c1cccc2cn(-c3ccc(C4CCCNC4)cc3)nc12. Cell line: LOVO. Synergy scores: synergy=7.47. (2) Drug 1: Cn1nnc2c(C(N)=O)ncn2c1=O. Drug 2: Cc1nc(Nc2ncc(C(=O)Nc3c(C)cccc3Cl)s2)cc(N2CCN(CCO)CC2)n1. Cell line: ES2. Synergy scores: synergy=-0.0958. (3) Drug 1: COC12C(COC(N)=O)C3=C(C(=O)C(C)=C(N)C3=O)N1CC1NC12. Drug 2: CCc1cnn2c(NCc3ccc[n+]([O-])c3)cc(N3CCCCC3CCO)nc12. Cell line: HT144. Synergy scores: synergy=-3.96. (4) Drug 1: Cn1c(=O)n(-c2ccc(C(C)(C)C#N)cc2)c2c3cc(-c4cnc5ccccc5c4)ccc3ncc21. Drug 2: CCc1c2c(nc3ccc(O)cc13)-c1cc3c(c(=O)n1C2)COC(=O)C3(O)CC. Cell line: SKOV3. Synergy scores: synergy=3.35.